Dataset: Reaction yield outcomes from USPTO patents with 853,638 reactions. Task: Predict the reaction yield, written as a fraction of the theoretical maximum amount of product (1.0 means a 100% yield; for example, 0.34 means a 34% yield). (1) The reactants are [F:1][C:2]1[CH:3]=[C:4]([O:15][C:16]2[C:21]3[CH2:22][C:23]([CH3:26])([CH3:25])[O:24][C:20]=3[CH:19]=[C:18]([C:27]([OH:29])=O)[CH:17]=2)[CH:5]=[N:6][C:7]=1[C:8]([N:10]1[CH2:13][CH:12]([F:14])[CH2:11]1)=[O:9].[NH2:30][C:31]1[CH:35]=[CH:34][N:33]([CH3:36])[N:32]=1.C(N(CC)CC)C.CN(C(ON1N=NC2C=CC=NC1=2)=[N+](C)C)C.F[P-](F)(F)(F)(F)F. The product is [F:1][C:2]1[CH:3]=[C:4]([O:15][C:16]2[C:21]3[CH2:22][C:23]([CH3:26])([CH3:25])[O:24][C:20]=3[CH:19]=[C:18]([C:27]([NH:30][C:31]3[CH:35]=[CH:34][N:33]([CH3:36])[N:32]=3)=[O:29])[CH:17]=2)[CH:5]=[N:6][C:7]=1[C:8]([N:10]1[CH2:11][CH:12]([F:14])[CH2:13]1)=[O:9]. The catalyst is ClCCCl. The yield is 0.540. (2) The reactants are C(N(CC)CC)C.[CH:8]([C:10]1[C:18]2[C:13](=[CH:14][CH:15]=[CH:16][CH:17]=2)[N:12](C(OC(C)(C)C)=O)[CH:11]=1)=[O:9].[CH:26](=[N:33][C:34]1[N:39]=[C:38]([O:40][CH3:41])[CH:37]=[C:36]([CH3:42])[N:35]=1)[C:27]1[CH:32]=[CH:31][CH:30]=[CH:29][CH:28]=1. The catalyst is [Cl-].C([N+]1C(C)=C(CCO)SC=1)C1C=CC=CC=1.C(O)C. The product is [NH:12]1[C:13]2[C:18](=[CH:17][CH:16]=[CH:15][CH:14]=2)[C:10]([C:8](=[O:9])[CH:26]([NH:33][C:34]2[N:39]=[C:38]([O:40][CH3:41])[CH:37]=[C:36]([CH3:42])[N:35]=2)[C:27]2[CH:28]=[CH:29][CH:30]=[CH:31][CH:32]=2)=[CH:11]1. The yield is 0.0100. (3) The catalyst is N1C=CC=CC=1. The product is [CH2:14]([O:18][C:19]1[CH:24]=[CH:23][C:22]([NH:25][C:26](=[O:27])[N:3]([CH2:1][CH3:2])[C:4]2[N:9]=[C:8]3[S:10][C:11]([SH:13])=[N:12][C:7]3=[CH:6][CH:5]=2)=[CH:21][CH:20]=1)[CH2:15][CH2:16][CH3:17]. The reactants are [CH2:1]([NH:3][C:4]1[N:9]=[C:8]2[S:10][C:11]([SH:13])=[N:12][C:7]2=[CH:6][CH:5]=1)[CH3:2].[CH2:14]([O:18][C:19]1[CH:24]=[CH:23][C:22]([N:25]=[C:26]=[O:27])=[CH:21][CH:20]=1)[CH2:15][CH2:16][CH3:17]. The yield is 0.130.